Task: Predict which catalyst facilitates the given reaction.. Dataset: Catalyst prediction with 721,799 reactions and 888 catalyst types from USPTO (1) Reactant: Br[C:2]1[CH:3]=[C:4]2[C:9](=[CH:10][C:11]=1[O:12][CH:13]1[CH2:18][CH2:17][N:16]([C:19]([O:21][C:22]([CH3:25])([CH3:24])[CH3:23])=[O:20])[CH2:15][CH2:14]1)[N:8]=[C:7]([NH:26][C:27]1[CH:32]=[CH:31][CH:30]=[C:29]([F:33])[CH:28]=1)[N:6]=[CH:5]2.CC([O-])=O.[K+].[B:39]1([B:39]2[O:43][C:42]([CH3:45])([CH3:44])[C:41]([CH3:47])([CH3:46])[O:40]2)[O:43][C:42]([CH3:45])([CH3:44])[C:41]([CH3:47])([CH3:46])[O:40]1. Product: [F:33][C:29]1[CH:28]=[C:27]([NH:26][C:7]2[N:6]=[CH:5][C:4]3[C:9](=[CH:10][C:11]([O:12][CH:13]4[CH2:14][CH2:15][N:16]([C:19]([O:21][C:22]([CH3:23])([CH3:25])[CH3:24])=[O:20])[CH2:17][CH2:18]4)=[C:2]([B:39]4[O:43][C:42]([CH3:45])([CH3:44])[C:41]([CH3:47])([CH3:46])[O:40]4)[CH:3]=3)[N:8]=2)[CH:32]=[CH:31][CH:30]=1. The catalyst class is: 75. (2) The catalyst class is: 77. Reactant: Br[C:2]1[CH:12]=[C:11]([Cl:13])[C:5]2[N:6]([CH3:10])[C:7](=[O:9])[O:8][C:4]=2[CH:3]=1.[Cl-].[Li+].[CH3:16][Sn:17]([CH3:23])([CH3:22])[Sn:17]([CH3:23])([CH3:22])[CH3:16]. Product: [Cl:13][C:11]1[C:5]2[N:6]([CH3:10])[C:7](=[O:9])[O:8][C:4]=2[CH:3]=[C:2]([Sn:17]([CH3:23])([CH3:22])[CH3:16])[CH:12]=1. (3) Reactant: [CH2:1]([O:8][C:9](=[O:22])[NH:10][C@@H:11]1[CH2:14][C@H:13]([C:15]2[N:19]=[CH:18][NH:17][N:16]=2)[C:12]1([CH3:21])[CH3:20])[C:2]1[CH:7]=[CH:6][CH:5]=[CH:4][CH:3]=1.[O:23]1[CH:28]=[CH:27][CH2:26][CH2:25][CH2:24]1.CC1C=CC(S([O-])(=O)=O)=CC=1.[NH+]1C=CC=CC=1. Product: [CH2:1]([O:8][C:9](=[O:22])[NH:10][C@@H:11]1[CH2:14][C@H:13]([C:15]2[N:19]=[CH:18][N:17]([CH:24]3[CH2:25][CH2:26][CH2:27][CH2:28][O:23]3)[N:16]=2)[C:12]1([CH3:20])[CH3:21])[C:2]1[CH:7]=[CH:6][CH:5]=[CH:4][CH:3]=1. The catalyst class is: 2. (4) Product: [CH3:24][O:23][C:14]1[CH:13]=[CH:12][C:11]2[C:16](=[CH:17][CH:18]=[C:19]3[C:10]=2[CH:9]([C:25]2[CH:30]=[CH:29][C:28]([O:31][CH2:32][CH2:33][N:34]4[CH2:35][CH2:36][CH2:37][CH2:38][CH2:39]4)=[CH:27][CH:26]=2)[O:8][C:7]2[C:20]3=[CH:21][CH:22]=[C:5]([CH2:3][OH:2])[CH:6]=2)[CH:15]=1. The catalyst class is: 1. Reactant: C[O:2][C:3]([C:5]1[CH:6]=[C:7]2[C:20](=[CH:21][CH:22]=1)[C:19]1[C:10](=[C:11]3[C:16](=[CH:17][CH:18]=1)[CH:15]=[C:14]([O:23][CH3:24])[CH:13]=[CH:12]3)[CH:9]([C:25]1[CH:30]=[CH:29][C:28]([O:31][CH2:32][CH2:33][N:34]3[CH2:39][CH2:38][CH2:37][CH2:36][CH2:35]3)=[CH:27][CH:26]=1)[O:8]2)=O.[H-].[Al+3].[Li+].[H-].[H-].[H-]. (5) Reactant: [H-].[Al+3].[Li+].[H-].[H-].[H-].C([O:9][C:10]([C:12]1[CH:13]=[C:14]2[S:20][CH:19]=[C:18]([C:21](=[O:35])[NH:22][C:23]3[CH:24]=[C:25]4[C:30](=[CH:31][C:32]=3[O:33][CH3:34])[N:29]=[CH:28][CH:27]=[CH:26]4)[C:15]2=[N:16][CH:17]=1)=O)C. Product: [CH3:34][O:33][C:32]1[CH:31]=[C:30]2[C:25]([CH:26]=[CH:27][CH:28]=[N:29]2)=[CH:24][C:23]=1[NH:22][C:21]([C:18]1[C:15]2=[N:16][CH:17]=[C:12]([CH2:10][OH:9])[CH:13]=[C:14]2[S:20][CH:19]=1)=[O:35]. The catalyst class is: 7. (6) Reactant: Cl[C:2]1[N:3]=[C:4]([N:17]2[CH2:22][CH2:21][O:20][CH2:19][C@@H:18]2[CH3:23])[C:5]2[CH2:11][CH2:10][N:9]([C:12](=O)[CH:13]([F:15])[F:14])[CH2:8][C:6]=2[N:7]=1.Cl.Cl[C:26]1[N:27]=[C:28](N2CCOC[C@@H]2C)[C:29]2[CH2:35][CH2:34]N[CH2:32][C:30]=2[N:31]=1.F[CH:44](F)[C:45](O)=O.CCN(C(C)C)C(C)C.CN(C([O:65]N1N=NC2C=CC=NC1=2)=[N+](C)C)C.F[P-](F)(F)(F)(F)F. Product: [F:14][CH:13]([F:15])[CH2:12][N:9]1[CH2:10][CH2:11][C:5]2[C:4]([N:17]3[CH2:22][CH2:21][O:20][CH2:19][C@@H:18]3[CH3:23])=[N:3][C:2]([C:34]3[CH:35]=[CH:29][C:28]([NH:27][C:26]([NH:31][CH2:30][CH3:32])=[O:65])=[CH:45][CH:44]=3)=[N:7][C:6]=2[CH2:8]1. The catalyst class is: 20.